This data is from Reaction yield outcomes from USPTO patents with 853,638 reactions. The task is: Predict the reaction yield, written as a fraction of the theoretical maximum amount of product (1.0 means a 100% yield; for example, 0.34 means a 34% yield). The reactants are [Cl:1][C:2]1[N:7]=[C:6]([NH:8][C@H:9]([C:11]2[CH:12]=[C:13]([NH:17][C:18](=[O:32])[C:19]3[CH:24]=[C:23]([C:25]([F:28])([F:27])[F:26])[CH:22]=[C:21]([N+:29]([O-])=O)[CH:20]=3)[CH:14]=[CH:15][CH:16]=2)[CH3:10])[CH:5]=[N:4][CH:3]=1.[Cl-].[NH4+].[In]. The catalyst is C(O)C.O. The product is [NH2:29][C:21]1[CH:20]=[C:19]([CH:24]=[C:23]([C:25]([F:28])([F:27])[F:26])[CH:22]=1)[C:18]([NH:17][C:13]1[CH:14]=[CH:15][CH:16]=[C:11]([C@@H:9]([NH:8][C:6]2[CH:5]=[N:4][CH:3]=[C:2]([Cl:1])[N:7]=2)[CH3:10])[CH:12]=1)=[O:32]. The yield is 0.650.